This data is from Full USPTO retrosynthesis dataset with 1.9M reactions from patents (1976-2016). The task is: Predict the reactants needed to synthesize the given product. (1) Given the product [CH2:7]([O:6][C:4](=[O:5])[C:3]([OH:9])([C:2]([F:10])([F:11])[F:1])[CH2:12][CH3:13])[CH3:8], predict the reactants needed to synthesize it. The reactants are: [F:1][C:2]([F:11])([F:10])[C:3](=[O:9])[C:4]([O:6][CH2:7][CH3:8])=[O:5].[CH2:12]([Mg]Br)[CH3:13].[NH4+].[Cl-]. (2) Given the product [CH:28]1([C:15]2[C:14]3[C:9](=[CH:10][C:11]([C:16]([O:18][CH3:19])=[O:17])=[CH:12][CH:13]=3)[NH:8][C:7]=2[C:2]2[CH:3]=[CH:4][CH:5]=[CH:6][N:1]=2)[CH2:27][CH2:26][CH2:25][CH:24]=[CH:23]1, predict the reactants needed to synthesize it. The reactants are: [N:1]1[CH:6]=[CH:5][CH:4]=[CH:3][C:2]=1[C:7]1[NH:8][C:9]2[C:14]([CH:15]=1)=[CH:13][CH:12]=[C:11]([C:16]([O:18][CH3:19])=[O:17])[CH:10]=2.[H-].[Na+].Br[CH:23]1[CH2:28][CH2:27][CH2:26][CH:25]=[CH:24]1. (3) Given the product [C:12]12([CH2:22][CH2:23][N:24]([CH2:37][CH2:38][CH2:39][CH2:40][CH3:41])[C:25](=[O:26])[NH:27][CH2:28][CH2:29][CH2:30][C:31]3[CH:32]=[CH:33][N+:34]([O-:9])=[CH:35][CH:36]=3)[CH2:13][CH:14]3[CH2:15][CH:16]([CH2:17][CH:18]([CH2:20]3)[CH2:19]1)[CH2:21]2, predict the reactants needed to synthesize it. The reactants are: ClC1C=CC=C(C(OO)=[O:9])C=1.[C:12]12([CH2:22][CH2:23][N:24]([CH2:37][CH2:38][CH2:39][CH2:40][CH3:41])[C:25]([NH:27][CH2:28][CH2:29][CH2:30][C:31]3[CH:36]=[CH:35][N:34]=[CH:33][CH:32]=3)=[O:26])[CH2:21][CH:16]3[CH2:17][CH:18]([CH2:20][CH:14]([CH2:15]3)[CH2:13]1)[CH2:19]2.[OH-].[Na+]. (4) Given the product [N:1]1[CH:6]=[CH:5][CH:4]=[C:3]([CH:7]([C:11]2[CH:12]=[N:13][CH:14]=[CH:15][CH:16]=2)[CH2:8][C:9]2[N:28]=[N:29][N:30]([CH2:18][C:19]3[NH:20][C:21]4[CH:27]=[CH:26][CH:25]=[CH:24][C:22]=4[N:23]=3)[CH:10]=2)[CH:2]=1, predict the reactants needed to synthesize it. The reactants are: [N:1]1[CH:6]=[CH:5][CH:4]=[C:3]([CH:7]([C:11]2[CH:12]=[N:13][CH:14]=[CH:15][CH:16]=2)[CH2:8][C:9]#[CH:10])[CH:2]=1.Cl[CH2:18][C:19]1[NH:20][C:21]2[CH:27]=[CH:26][CH:25]=[CH:24][C:22]=2[N:23]=1.[N-:28]=[N+:29]=[N-:30].[Na+].C(O)(C)(C)C. (5) Given the product [CH:16]([C:2]1[CH:3]=[CH:4][C:5]2[O:9][CH:8]=[CH:7][C:6]=2[CH:10]=1)=[O:17], predict the reactants needed to synthesize it. The reactants are: Br[C:2]1[CH:3]=[CH:4][C:5]2[O:9][CH:8]=[CH:7][C:6]=2[CH:10]=1.II.CN([CH:16]=[O:17])C.Cl. (6) Given the product [C:16]1([C:28]2[CH:29]=[CH:30][CH:31]=[CH:32][CH:33]=2)[CH:21]=[CH:20][CH:19]=[C:18]([N:22]2[CH2:23][CH2:24][N:25]([C:8]([NH:7][C:3]3[N:2]=[N:1][CH:6]=[CH:5][CH:4]=3)=[O:15])[CH2:26][CH2:27]2)[CH:17]=1, predict the reactants needed to synthesize it. The reactants are: [N:1]1[CH:6]=[CH:5][CH:4]=[C:3]([NH:7][C:8](=[O:15])OCC(Cl)(Cl)Cl)[N:2]=1.[C:16]1([C:28]2[CH:33]=[CH:32][CH:31]=[CH:30][CH:29]=2)[CH:21]=[CH:20][CH:19]=[C:18]([N:22]2[CH2:27][CH2:26][NH:25][CH2:24][CH2:23]2)[CH:17]=1.C(N(C(C)C)CC)(C)C.O. (7) Given the product [CH3:1][S:2]([N:5]1[CH2:10][CH2:9][N:8]([CH2:12][CH2:13][CH2:14][OH:15])[CH2:7][CH2:6]1)(=[O:4])=[O:3], predict the reactants needed to synthesize it. The reactants are: [CH3:1][S:2]([N:5]1[CH2:10][CH2:9][NH:8][CH2:7][CH2:6]1)(=[O:4])=[O:3].Br[CH2:12][CH2:13][CH2:14][OH:15].C(=O)([O-])[O-].[K+].[K+].